This data is from Kir2.1 potassium channel HTS with 301,493 compounds. The task is: Binary Classification. Given a drug SMILES string, predict its activity (active/inactive) in a high-throughput screening assay against a specified biological target. (1) The compound is S(=O)(=O)(NC(C(=O)Nc1cc(SC)ccc1)C)c1ccc(F)cc1. The result is 0 (inactive). (2) The drug is FC(F)(F)C1(O)N(N=C2C1CC(CC2)C)C(=O)c1occc1. The result is 0 (inactive). (3) The result is 0 (inactive). The drug is o1c(nnc1CCC(=O)NCc1onc(C(C)C)c1)CCCc1ccccc1. (4) The drug is O=C1N(C2CCCCC2)C(=NC1)Nc1c(ccc(c1)C)C. The result is 0 (inactive). (5) The molecule is O(c1c(Nc2nc(n3ncc(c3)C)ncc2C(OCC)=O)cccc1)C. The result is 0 (inactive). (6) The molecule is O1CCN(C(=O)C(N2C(=O)c3c(C2=O)cccc3)Cc2ccccc2)CC1. The result is 0 (inactive). (7) The compound is S(=O)(=O)(NC1CCCC1)c1c(nn(c1)C)C. The result is 0 (inactive). (8) The drug is Clc1c(N\N=C(\Sc2n(c(nn2)c2ccccc2)c2ccccc2)C(=O)C)cccc1. The result is 0 (inactive). (9) The molecule is S(CC(=O)N1CCC(CC1)C(OC)=O)c1ccccc1. The result is 0 (inactive). (10) The drug is Clc1ncc(C(=O)NCc2occc2)cc1. The result is 0 (inactive).